From a dataset of Forward reaction prediction with 1.9M reactions from USPTO patents (1976-2016). Predict the product of the given reaction. (1) Given the reactants [H-].[H-].[H-].[H-].[Li+].[Al+3].C[O:8][C:9]([C@@H:11]1[CH2:15][C@@H:14]([S:16][C:17]([C:30]2[CH:35]=[CH:34][CH:33]=[CH:32][CH:31]=2)([C:24]2[CH:29]=[CH:28][CH:27]=[CH:26][CH:25]=2)[C:18]2[CH:23]=[CH:22][CH:21]=[CH:20][CH:19]=2)[CH2:13][N:12]1[S:36]([C:39]1[CH:48]=[CH:47][C:46]2[C:41](=[CH:42][CH:43]=[CH:44][CH:45]=2)[CH:40]=1)(=[O:38])=[O:37])=O.C(Cl)Cl.CCOC(C)=O, predict the reaction product. The product is: [CH:40]1[C:41]2[C:46](=[CH:45][CH:44]=[CH:43][CH:42]=2)[CH:47]=[CH:48][C:39]=1[S:36]([N:12]1[CH2:13][C@H:14]([S:16][C:17]([C:18]2[CH:19]=[CH:20][CH:21]=[CH:22][CH:23]=2)([C:24]2[CH:25]=[CH:26][CH:27]=[CH:28][CH:29]=2)[C:30]2[CH:35]=[CH:34][CH:33]=[CH:32][CH:31]=2)[CH2:15][C@H:11]1[CH2:9][OH:8])(=[O:38])=[O:37].[SH:16][C@H:14]1[CH2:13][N:12]([S:36]([C:39]2[CH:48]=[CH:47][C:46]3[C:41](=[CH:42][CH:43]=[CH:44][CH:45]=3)[CH:40]=2)(=[O:38])=[O:37])[C@@H:11]([CH2:9][OH:8])[CH2:15]1. (2) Given the reactants [C:1]([O:5][C:6](=[O:21])[CH:7]([NH:10][C:11](=[O:20])[C:12]1[CH:17]=[C:16]([Cl:18])[CH:15]=[CH:14][C:13]=1[NH2:19])[CH2:8][CH3:9])([CH3:4])([CH3:3])[CH3:2].[C:22](O)(=O)C, predict the reaction product. The product is: [C:1]([O:5][C:6](=[O:21])[C@@H:7]([N:10]1[C:11](=[O:20])[C:12]2[C:13](=[CH:14][CH:15]=[C:16]([Cl:18])[CH:17]=2)[N:19]=[CH:22]1)[CH2:8][CH3:9])([CH3:2])([CH3:3])[CH3:4]. (3) Given the reactants [C:1]1([C:10]([O:12]C)=[O:11])[CH:2]=[CH:3][N:4]2[C:9]=1[CH2:8][CH2:7][CH2:6][CH2:5]2.[Li+].[OH-].Cl, predict the reaction product. The product is: [C:1]1([C:10]([OH:12])=[O:11])[CH:2]=[CH:3][N:4]2[C:9]=1[CH2:8][CH2:7][CH2:6][CH2:5]2. (4) Given the reactants Br[C:2]1[CH:3]=[N:4][N:5]2[CH:10]=[C:9]([C:11]3[CH:16]=[CH:15][CH:14]=[CH:13][CH:12]=3)[C:8]([C:17]3[CH:24]=[CH:23][C:20]([CH:21]=[O:22])=[CH:19][CH:18]=3)=[N:7][C:6]=12.C[C:26]([N:28](C)C)=O, predict the reaction product. The product is: [CH:21]([C:20]1[CH:23]=[CH:24][C:17]([C:8]2[C:9]([C:11]3[CH:16]=[CH:15][CH:14]=[CH:13][CH:12]=3)=[CH:10][N:5]3[N:4]=[CH:3][C:2]([C:26]#[N:28])=[C:6]3[N:7]=2)=[CH:18][CH:19]=1)=[O:22]. (5) Given the reactants [Cl:1][C:2]1[CH:9]=[CH:8][C:5](C#N)=[C:4]([CH3:10])[CH:3]=1.C[Mg]I.C([O:16][CH2:17][CH3:18])C, predict the reaction product. The product is: [Cl:1][C:2]1[CH:9]=[CH:8][C:5]([C:17](=[O:16])[CH3:18])=[C:4]([CH3:10])[CH:3]=1. (6) Given the reactants [F:1][C:2]1[C:10]([O:11][CH2:12][C:13]2[S:14][C:15]3[CH:21]=[CH:20][C:19]([C:22]4[CH:27]=[CH:26][C:25]([O:28]C)=[CH:24][CH:23]=4)=[CH:18][C:16]=3[N:17]=2)=[CH:9][CH:8]=[C:7]([F:30])[C:3]=1[C:4]([NH2:6])=[O:5].B(Br)(Br)Br, predict the reaction product. The product is: [F:1][C:2]1[C:10]([O:11][CH2:12][C:13]2[S:14][C:15]3[CH:21]=[CH:20][C:19]([C:22]4[CH:27]=[CH:26][C:25]([OH:28])=[CH:24][CH:23]=4)=[CH:18][C:16]=3[N:17]=2)=[CH:9][CH:8]=[C:7]([F:30])[C:3]=1[C:4]([NH2:6])=[O:5].